Dataset: Peptide-MHC class I binding affinity with 185,985 pairs from IEDB/IMGT. Task: Regression. Given a peptide amino acid sequence and an MHC pseudo amino acid sequence, predict their binding affinity value. This is MHC class I binding data. (1) The peptide sequence is DLYNGGRIDM. The MHC is HLA-A02:01 with pseudo-sequence HLA-A02:01. The binding affinity (normalized) is 0.0486. (2) The peptide sequence is SMFDSWGPF. The MHC is HLA-C06:02 with pseudo-sequence HLA-C06:02. The binding affinity (normalized) is 0.0847.